From a dataset of Forward reaction prediction with 1.9M reactions from USPTO patents (1976-2016). Predict the product of the given reaction. (1) Given the reactants Cl.[CH2:2]([O:9][C:10]1[CH:19]=[C:18]2[C:13]([C:14](Cl)=[N:15][CH:16]=[N:17]2)=[CH:12][C:11]=1[O:21][CH3:22])[C:3]1[CH:8]=[CH:7][CH:6]=[CH:5][CH:4]=1, predict the reaction product. The product is: [CH2:2]([O:9][C:10]1[CH:19]=[C:18]2[C:13]([C:14]([O:9][C:10]3[CH:19]=[CH:18][CH:13]=[CH:12][CH:11]=3)=[N:15][CH:16]=[N:17]2)=[CH:12][C:11]=1[O:21][CH3:22])[C:3]1[CH:8]=[CH:7][CH:6]=[CH:5][CH:4]=1. (2) Given the reactants [SH:1][C:2]1[NH:3][C:4]2[CH:10]=[C:9]([Cl:11])[C:8]([F:12])=[CH:7][C:5]=2[N:6]=1.[H-].[Na+].[N+]([C:18]1[O:22][C:21]([CH:23]=[O:24])=[CH:20][CH:19]=1)([O-])=O, predict the reaction product. The product is: [Cl:11][C:9]1[C:8]([F:12])=[CH:7][C:5]2[N:6]=[C:2]([S:1][C:18]3[O:22][C:21]([CH:23]=[O:24])=[CH:20][CH:19]=3)[NH:3][C:4]=2[CH:10]=1. (3) Given the reactants [NH2:1][C:2]1[CH:7]=[C:6]([C:8]2[N:12]([C:13]3[CH:14]=[C:15]([CH:21]=[CH:22][CH:23]=3)[C:16]([O:18]CC)=[O:17])[N:11]=[CH:10][CH:9]=2)[C:5]([C:24]2[CH:29]=[CH:28][C:27]([N:30]3[CH2:35][CH2:34][N:33]([CH3:36])[CH2:32][CH2:31]3)=[CH:26][C:25]=2[O:37][CH3:38])=[CH:4][N:3]=1.[OH-].[Na+].Cl, predict the reaction product. The product is: [NH2:1][C:2]1[CH:7]=[C:6]([C:8]2[N:12]([C:13]3[CH:14]=[C:15]([CH:21]=[CH:22][CH:23]=3)[C:16]([OH:18])=[O:17])[N:11]=[CH:10][CH:9]=2)[C:5]([C:24]2[CH:29]=[CH:28][C:27]([N:30]3[CH2:31][CH2:32][N:33]([CH3:36])[CH2:34][CH2:35]3)=[CH:26][C:25]=2[O:37][CH3:38])=[CH:4][N:3]=1. (4) Given the reactants O[C:2]([CH2:4][CH2:5][CH2:6][CH2:7][C@H:8]1[C@@H:16]2[C@@H:11]([NH:12][C:13]([NH:15]2)=[O:14])[CH2:10][S:9]1)=[O:3].O.ON1C2C=CC=CC=2N=N1.Cl.CN(C)CCCN=C=NCC.CCN(CC)CC.[F:47][C:48]1[CH:62]=[CH:61][CH:60]=[C:59]([F:63])[C:49]=1/[CH:50]=[CH:51]/[C:52]1[CH:58]=[CH:57][C:55]([NH2:56])=[CH:54][CH:53]=1, predict the reaction product. The product is: [F:47][C:48]1[CH:62]=[CH:61][CH:60]=[C:59]([F:63])[C:49]=1/[CH:50]=[CH:51]/[C:52]1[CH:53]=[CH:54][C:55]([NH:56][C:2](=[O:3])[CH2:4][CH2:5][CH2:6][CH2:7][CH:8]2[CH:16]3[CH:11]([NH:12][C:13](=[O:14])[NH:15]3)[CH2:10][S:9]2)=[CH:57][CH:58]=1. (5) Given the reactants [Si:1]([O:18][CH2:19][C:20]1[C:25]([N:26]2[CH2:31][C@H:30]([CH3:32])[O:29][C@H:28]([CH3:33])[CH2:27]2)=[C:24]([Cl:34])[C:23]([F:35])=[CH:22][CH:21]=1)([C:14]([CH3:17])([CH3:16])[CH3:15])([C:8]1[CH:13]=[CH:12][CH:11]=[CH:10][CH:9]=1)[C:2]1[CH:7]=[CH:6][CH:5]=[CH:4][CH:3]=1.[CH3:36][N:37]1[CH:41]=[CH:40][N:39]=[C:38]1[CH:42]=[O:43].[Li]CCCC, predict the reaction product. The product is: [Si:1]([O:18][CH2:19][C:20]1[C:25]([N:26]2[CH2:31][C@H:30]([CH3:32])[O:29][C@H:28]([CH3:33])[CH2:27]2)=[C:24]([Cl:34])[C:23]([F:35])=[C:22]([CH:42]([C:38]2[N:37]([CH3:36])[CH:41]=[CH:40][N:39]=2)[OH:43])[CH:21]=1)([C:14]([CH3:16])([CH3:17])[CH3:15])([C:2]1[CH:7]=[CH:6][CH:5]=[CH:4][CH:3]=1)[C:8]1[CH:13]=[CH:12][CH:11]=[CH:10][CH:9]=1.